From a dataset of Full USPTO retrosynthesis dataset with 1.9M reactions from patents (1976-2016). Predict the reactants needed to synthesize the given product. (1) Given the product [CH:52]1[C:51]2[CH:50]([N:45]([C:46]([O:48][CH3:49])=[O:47])[CH2:44][CH2:43][O:42][CH2:41][CH2:40][O:39][CH2:38][CH2:37][O:36][CH2:35][CH2:34][O:33][CH2:32][CH2:31][O:30][C:27]3[CH:26]=[CH:25][C:24]([O:23][CH2:22][CH2:21][O:20][CH2:19][CH2:18][O:17][CH2:16][CH2:15][O:14][CH2:13][CH2:12][O:11][CH2:10][CH2:9][O:8][CH2:7][C:6]([OH:63])=[O:5])=[CH:29][CH:28]=3)[C:62]3[C:57](=[CH:58][CH:59]=[CH:60][CH:61]=3)[C:56]=2[CH:55]=[CH:54][CH:53]=1, predict the reactants needed to synthesize it. The reactants are: C([O:5][C:6](=[O:63])[CH2:7][O:8][CH2:9][CH2:10][O:11][CH2:12][CH2:13][O:14][CH2:15][CH2:16][O:17][CH2:18][CH2:19][O:20][CH2:21][CH2:22][O:23][C:24]1[CH:29]=[CH:28][C:27]([O:30][CH2:31][CH2:32][O:33][CH2:34][CH2:35][O:36][CH2:37][CH2:38][O:39][CH2:40][CH2:41][O:42][CH2:43][CH2:44][N:45]([CH:50]2[C:62]3[CH:61]=[CH:60][CH:59]=[CH:58][C:57]=3[C:56]3[C:51]2=[CH:52][CH:53]=[CH:54][CH:55]=3)[C:46]([O:48][CH3:49])=[O:47])=[CH:26][CH:25]=1)(C)(C)C. (2) Given the product [CH:15]1([CH2:14][N:13]2[CH2:12][CH2:11][C@:10]34[C:5]5[C:4]6[O:19][C@H:18]3[C@H:20]([OH:21])[CH2:22][CH2:23][C@@:9]4([OH:24])[C@H:8]2[CH2:7][C:6]=5[CH:1]=[CH:2][C:3]=6[OH:25])[CH2:16][CH2:17]1, predict the reactants needed to synthesize it. The reactants are: [CH:1]1[C:6]2[CH2:7][C@H:8]3[N:13]([CH2:14][CH:15]4[CH2:17][CH2:16]4)[CH2:12][CH2:11][C@:10]45[C@H:18]([C:20]([CH2:22][CH2:23][C@@:9]34[OH:24])=[O:21])[O:19][C:4]([C:5]=25)=[C:3]([OH:25])[CH:2]=1.Cl.C(S(O)=O)(N)=N.[NH4+].[Cl-]. (3) Given the product [CH2:2]([O:57][C@@H:53]1[CH2:54][O:55][CH2:56][C@H:52]1[NH:51][C:35]1[C:34]([CH2:32][CH3:33])=[N:39][C:38]([C:40]2[CH:45]=[CH:44][C:43]([O:46][CH3:47])=[CH:42][C:41]=2[CH3:48])=[C:37]([CH2:49][CH3:50])[N:36]=1)[CH3:3], predict the reactants needed to synthesize it. The reactants are: Cl[C:2]1C=C(Cl)C=C[C:3]=1C1N=C(CC)C(N[C@@H]2C3C(=CC=CC=3)C[C@@H]2OCC)=NC=1CC.[CH2:32]([C:34]1[C:35]([NH:51][C@@H:52]2[CH2:56][O:55][CH2:54][C@H:53]2[OH:57])=[N:36][C:37]([CH2:49][CH3:50])=[C:38]([C:40]2[CH:45]=[CH:44][C:43]([O:46][CH3:47])=[CH:42][C:41]=2[CH3:48])[N:39]=1)[CH3:33]. (4) Given the product [CH2:17]([N:10]1[C:9]2[C:4](=[O:3])[NH:5][CH2:6][CH2:7][C:8]=2[C:16]2[C:11]1=[CH:12][CH:13]=[CH:14][CH:15]=2)[CH3:18], predict the reactants needed to synthesize it. The reactants are: C([O:3][C:4](=O)[NH:5][CH2:6][CH2:7][C:8]1[C:16]2[C:11](=[CH:12][CH:13]=[CH:14][CH:15]=2)[N:10]([CH2:17][CH3:18])[CH:9]=1)C.O=P12OP3(OP(OP(O3)(O1)=O)(=O)O2)=O. (5) Given the product [CH2:33]([C:21]1[CH:20]=[C:19]([NH:18][C:16]2[N:15]=[CH:14][N:13]=[C:12]3[NH:11][N:10]=[C:9]([O:8][CH2:7][CH2:6][N:39]4[CH2:40][CH2:41][N:36]([CH3:35])[CH2:37][CH2:38]4)[C:17]=23)[CH:24]=[CH:23][C:22]=1[O:25][CH2:26][C:27]1[CH:32]=[CH:31][CH:30]=[CH:29][N:28]=1)[CH3:34], predict the reactants needed to synthesize it. The reactants are: CS(O[CH2:6][CH2:7][O:8][C:9]1[C:17]2[C:12](=[N:13][CH:14]=[N:15][C:16]=2[NH:18][C:19]2[CH:24]=[CH:23][C:22]([O:25][CH2:26][C:27]3[CH:32]=[CH:31][CH:30]=[CH:29][N:28]=3)=[C:21]([CH2:33][CH3:34])[CH:20]=2)[NH:11][N:10]=1)(=O)=O.[CH3:35][N:36]1[CH2:41][CH2:40][NH:39][CH2:38][CH2:37]1.